The task is: Predict the reactants needed to synthesize the given product.. This data is from Full USPTO retrosynthesis dataset with 1.9M reactions from patents (1976-2016). (1) Given the product [F:1][C:2]1[CH:7]=[C:6]([F:8])[C:5]([F:9])=[CH:4][C:3]=1[CH:10]1[CH2:15][CH:14]([C:16]([O:18][CH3:19])=[O:17])[CH2:13][CH2:12][N:11]1[C:29]([O:30][CH3:31])=[O:32], predict the reactants needed to synthesize it. The reactants are: [F:1][C:2]1[CH:7]=[C:6]([F:8])[C:5]([F:9])=[CH:4][C:3]=1[CH:10]1[CH2:15][CH:14]([C:16]([O:18][CH3:19])=[O:17])[CH2:13][CH2:12][NH:11]1.CCN(C(C)C)C(C)C.[C:29](Cl)(=[O:32])[O:30][CH3:31]. (2) The reactants are: [Cl:1][C:2]1[CH:7]=[N:6][CH:5]=[C:4]2[S:8][C:9]([C:11]3[S:15][C:14]([NH:16][C:17](=O)[C@@H:18]([NH:30][C:31](=[O:37])[O:32][C:33]([CH3:36])([CH3:35])[CH3:34])[CH2:19][C:20]4[CH:25]=[CH:24][CH:23]=[C:22]([C:26]([F:29])([F:28])[F:27])[CH:21]=4)=[N:13][N:12]=3)=[CH:10][C:3]=12.[H-].[H-].[H-].[H-].[Li+].[Al+3].C1COCC1. Given the product [Cl:1][C:2]1[CH:7]=[N:6][CH:5]=[C:4]2[S:8][C:9]([C:11]3[S:15][C:14]([NH:16][CH2:17][C@@H:18]([NH:30][C:31](=[O:37])[O:32][C:33]([CH3:35])([CH3:34])[CH3:36])[CH2:19][C:20]4[CH:25]=[CH:24][CH:23]=[C:22]([C:26]([F:29])([F:28])[F:27])[CH:21]=4)=[N:13][N:12]=3)=[CH:10][C:3]=12, predict the reactants needed to synthesize it. (3) Given the product [S:47]1[CH:48]=[CH:49][N:50]=[C:46]1[NH:45][C:43]([C:42]1[CH:41]=[C:40]([C:2]2[CH:7]=[CH:6][C:5]([C:8]3[O:9][C:10]([CH3:13])=[N:11][N:12]=3)=[CH:4][C:3]=2[CH3:14])[C:39]([CH3:38])=[CH:52][CH:51]=1)=[O:44], predict the reactants needed to synthesize it. The reactants are: Br[C:2]1[CH:7]=[CH:6][C:5]([C:8]2[O:9][C:10]([CH3:13])=[N:11][N:12]=2)=[CH:4][C:3]=1[CH3:14].CC1(C)C(C)(C)OB(C2C=CC=CC=2C(NC2SC=CN=2)=O)O1.[CH3:38][C:39]1[CH:52]=[CH:51][C:42]([C:43]([NH:45][C:46]2[S:47][CH:48]=[CH:49][N:50]=2)=[O:44])=[CH:41][C:40]=1B1OC(C)(C)C(C)(C)O1. (4) Given the product [CH2:1]([O:8][C:9]1[C:14]([C:15]2[C:20]3[N:21]([CH2:33][C@H:34]4[CH2:39][CH2:38][C@H:37]([CH3:40])[CH2:36][CH2:35]4)[C:22]([N:24]4[CH2:29][CH2:28][O:27][C@@H:26]5[CH2:30][CH2:31][CH2:32][C@@H:25]45)=[N:23][C:19]=3[CH:18]=[C:17]([C:44]#[N:46])[N:16]=2)=[CH:13][C:12]([Cl:42])=[CH:11][N:10]=1)[C:2]1[CH:7]=[CH:6][CH:5]=[CH:4][CH:3]=1, predict the reactants needed to synthesize it. The reactants are: [CH2:1]([O:8][C:9]1[C:14]([C:15]2[C:20]3[N:21]([CH2:33][C@H:34]4[CH2:39][CH2:38][C@H:37]([CH3:40])[CH2:36][CH2:35]4)[C:22]([N:24]4[CH2:29][CH2:28][O:27][C@@H:26]5[CH2:30][CH2:31][CH2:32][C@@H:25]45)=[N:23][C:19]=3[CH:18]=[C:17](Cl)[N:16]=2)=[CH:13][C:12]([Cl:42])=[CH:11][N:10]=1)[C:2]1[CH:7]=[CH:6][CH:5]=[CH:4][CH:3]=1.C[C:44]([N:46](C)C)=O. (5) Given the product [F:28][C:29]1[CH:34]=[C:33]([CH2:35][N:8]2[C:9]([O:10][C:11]3[CH:16]=[C:15]([CH3:17])[CH:14]=[C:13]([CH3:18])[C:12]=3[CH3:19])=[C:4]([CH:1]([CH3:3])[CH3:2])[C:5](=[O:21])[NH:6][C:7]2=[O:20])[CH:32]=[C:31]([NH:41][CH2:42][C:43]2[CH:48]=[CH:47][C:46]([O:49][CH3:50])=[CH:45][CH:44]=2)[N:30]=1, predict the reactants needed to synthesize it. The reactants are: [CH:1]([C:4]1[C:5](=[O:21])[NH:6][C:7](=[O:20])[NH:8][C:9]=1[O:10][C:11]1[CH:16]=[C:15]([CH3:17])[CH:14]=[C:13]([CH3:18])[C:12]=1[CH3:19])([CH3:3])[CH3:2].C(=O)([O-])[O-].[K+].[K+].[F:28][C:29]1[CH:34]=[C:33]([CH2:35]OS(C)(=O)=O)[CH:32]=[C:31]([NH:41][CH2:42][C:43]2[CH:48]=[CH:47][C:46]([O:49][CH3:50])=[CH:45][CH:44]=2)[N:30]=1.[I-].[Li+]. (6) The reactants are: [CH3:1][O:2][C:3]1[CH:4]=[C:5]([CH:14]([CH3:18])[C:15]([OH:17])=O)[CH:6]=[N:7][C:8]=1[NH:9][S:10]([CH3:13])(=[O:12])=[O:11].C(N=C=NCCCN(C)C)C.ON1C2C=CC=CC=2N=N1.[C:40]([C:44]1[CH:48]=[C:47]([CH2:49][NH2:50])[N:46]([C:51]2[CH:56]=[CH:55][CH:54]=[C:53]([Cl:57])[CH:52]=2)[N:45]=1)([CH3:43])([CH3:42])[CH3:41]. Given the product [C:40]([C:44]1[CH:48]=[C:47]([CH2:49][NH:50][C:15](=[O:17])[CH:14]([C:5]2[CH:6]=[N:7][C:8]([NH:9][S:10]([CH3:13])(=[O:11])=[O:12])=[C:3]([O:2][CH3:1])[CH:4]=2)[CH3:18])[N:46]([C:51]2[CH:56]=[CH:55][CH:54]=[C:53]([Cl:57])[CH:52]=2)[N:45]=1)([CH3:43])([CH3:41])[CH3:42], predict the reactants needed to synthesize it. (7) Given the product [Cl:35][C:36]1[C:37]([N:46]2[CH2:51][CH2:50][N:49]([CH2:52][C:53]3[CH:54]=[N:55][CH:56]=[N:57][CH:58]=3)[CH2:48][CH2:47]2)=[C:38]2[N:43]=[C:75]([C:72]3[CH:73]=[CH:74][C:69]([O:68][CH3:67])=[CH:70][CH:71]=3)[NH:42][C:39]2=[N:40][CH:41]=1, predict the reactants needed to synthesize it. The reactants are: BrC1C(N2CCN(C(NC3C=CC=CC=3)=O)CC2)=C2N=C(C3C=CC(N(C)C)=CC=3)NC2=NC=1.[Cl:35][C:36]1[C:37]([N:46]2[CH2:51][CH2:50][N:49]([CH2:52][C:53]3[CH:54]=[N:55][CH:56]=[N:57][CH:58]=3)[CH2:48][CH2:47]2)=[C:38]([N+:43]([O-])=O)[C:39]([NH2:42])=[N:40][CH:41]=1.[O-]S(S([O-])=O)=O.[Na+].[Na+].[CH3:67][O:68][C:69]1[CH:74]=[CH:73][C:72]([CH:75]=O)=[CH:71][CH:70]=1. (8) The reactants are: [NH2:1][C:2]1[C:7]([OH:8])=[C:6]([F:9])[C:5]([C:10]2[CH:15]=[CH:14][CH:13]=[CH:12][CH:11]=2)=[C:4]([CH3:16])[C:3]=1[C:17]#[N:18].[O:19]1[CH:23]=[CH:22][CH:21]=[C:20]1[C:24](Cl)=O.C1(C)C=CC(S([O-])(=O)=O)=CC=1.[NH+]1C=CC=CC=1.C(=O)([O-])O.[Na+]. Given the product [F:9][C:6]1[C:5]([C:10]2[CH:15]=[CH:14][CH:13]=[CH:12][CH:11]=2)=[C:4]([CH3:16])[C:3]([C:17]#[N:18])=[C:2]2[C:7]=1[O:8][C:24]([C:20]1[O:19][CH:23]=[CH:22][CH:21]=1)=[N:1]2, predict the reactants needed to synthesize it. (9) Given the product [Cl:1][C:2]1[N:7]=[C:6]([I:15])[C:5]([OH:8])=[CH:4][CH:3]=1, predict the reactants needed to synthesize it. The reactants are: [Cl:1][C:2]1[N:7]=[CH:6][C:5]([OH:8])=[CH:4][CH:3]=1.C([O-])([O-])=O.[Na+].[Na+].[I:15]I.[O-]S([O-])(=S)=O.[Na+].[Na+]. (10) Given the product [CH2:1]([C:3]1[CH:12]=[C:11]([CH3:13])[CH:10]=[CH:9][C:4]=1[C:5]([O:7][CH3:8])=[O:6])[CH3:2], predict the reactants needed to synthesize it. The reactants are: [CH:1]([C:3]1[CH:12]=[C:11]([CH3:13])[CH:10]=[CH:9][C:4]=1[C:5]([O:7][CH3:8])=[O:6])=[CH2:2].